From a dataset of Forward reaction prediction with 1.9M reactions from USPTO patents (1976-2016). Predict the product of the given reaction. (1) Given the reactants [N:1]1([S:10]([C:13]2[CH:14]=[C:15]([CH:19]=[CH:20][CH:21]=2)[C:16]([OH:18])=O)(=[O:12])=[O:11])[C:9]2[C:4](=[CH:5][CH:6]=[CH:7][CH:8]=2)[CH2:3][CH2:2]1.[CH3:22][C:23]1[CH:32]=[CH:31][C:26]2[N:27]=[C:28]([NH2:30])[S:29][C:25]=2[CH:24]=1.CCN(C(C)C)C(C)C, predict the reaction product. The product is: [N:1]1([S:10]([C:13]2[CH:14]=[C:15]([CH:19]=[CH:20][CH:21]=2)[C:16]([NH:30][C:28]2[S:29][C:25]3[CH:24]=[C:23]([CH3:22])[CH:32]=[CH:31][C:26]=3[N:27]=2)=[O:18])(=[O:12])=[O:11])[C:9]2[C:4](=[CH:5][CH:6]=[CH:7][CH:8]=2)[CH2:3][CH2:2]1. (2) The product is: [Cl:42][C:33]1[N:13]2[C:14]([C:16]3[CH:17]=[N:18][N:19]([C:21]4([CH2:30][C:31]#[N:32])[CH2:24][N:23]([CH2:25][C:26]([F:29])([F:28])[F:27])[CH2:22]4)[CH:20]=3)=[N:15][C:10]([C:8]3[CH:7]=[N:6][N:5]([CH:3]4[CH2:2][O:1][CH2:4]4)[CH:9]=3)=[CH:11][C:12]2=[N:35][CH:34]=1. Given the reactants [O:1]1[CH2:4][CH:3]([N:5]2[CH:9]=[C:8]([C:10]3[N:15]=[C:14]([C:16]4[CH:17]=[N:18][N:19]([C:21]5([CH2:30][C:31]#[N:32])[CH2:24][N:23]([CH2:25][C:26]([F:29])([F:28])[F:27])[CH2:22]5)[CH:20]=4)[N:13]4[CH:33]=[CH:34][N:35]=[C:12]4[CH:11]=3)[CH:7]=[N:6]2)[CH2:2]1.C([O-])(O)=O.[Na+].C(Cl)[Cl:42], predict the reaction product. (3) Given the reactants [C:1]([C:3]1[C:4]([N:18]2[CH2:23][CH2:22][CH:21]([C:24](O)=[O:25])[CH2:20][CH2:19]2)=[N:5][C:6]([C:14]([F:17])([F:16])[F:15])=[C:7]([C:9]([O:11][CH2:12][CH3:13])=[O:10])[CH:8]=1)#[N:2].[CH3:27][C:28]1[CH:33]=[CH:32][C:31]([CH2:34][S:35]([NH2:38])(=[O:37])=[O:36])=[CH:30][CH:29]=1, predict the reaction product. The product is: [C:1]([C:3]1[C:4]([N:18]2[CH2:23][CH2:22][CH:21]([C:24]([NH:38][S:35]([CH2:34][C:31]3[CH:32]=[CH:33][C:28]([CH3:27])=[CH:29][CH:30]=3)(=[O:36])=[O:37])=[O:25])[CH2:20][CH2:19]2)=[N:5][C:6]([C:14]([F:15])([F:16])[F:17])=[C:7]([CH:8]=1)[C:9]([O:11][CH2:12][CH3:13])=[O:10])#[N:2]. (4) Given the reactants [Br:1][C:2]1[C:11]2[C:6](=[CH:7][C:8]([Cl:12])=[CH:9][CH:10]=2)[CH:5]=[N:4][CH:3]=1.C1C=C(Cl)C=C(C(OO)=[O:21])C=1.CCOCC, predict the reaction product. The product is: [Br:1][C:2]1[C:11]2[C:6](=[CH:7][C:8]([Cl:12])=[CH:9][CH:10]=2)[CH:5]=[N+:4]([O-:21])[CH:3]=1. (5) Given the reactants Br[C:2]1[S:10][C:9]2[C:8](=[O:11])[NH:7][C:6]([CH3:13])([CH3:12])[NH:5][C:4]=2[CH:3]=1.[CH3:14][S:15]([C:18]1[N:23]=[C:22]([Sn](CCCC)(CCCC)CCCC)[CH:21]=[CH:20][N:19]=1)(=[O:17])=[O:16], predict the reaction product. The product is: [CH3:12][C:6]1([CH3:13])[NH:5][C:4]2[CH:3]=[C:2]([C:20]3[CH:21]=[CH:22][N:23]=[C:18]([S:15]([CH3:14])(=[O:17])=[O:16])[N:19]=3)[S:10][C:9]=2[C:8](=[O:11])[NH:7]1.